From a dataset of Peptide-MHC class II binding affinity with 134,281 pairs from IEDB. Regression. Given a peptide amino acid sequence and an MHC pseudo amino acid sequence, predict their binding affinity value. This is MHC class II binding data. (1) The peptide sequence is DFSYLQDSDPDSFQD. The binding affinity (normalized) is 0.326. The MHC is DRB1_0401 with pseudo-sequence DRB1_0401. (2) The peptide sequence is TDALRTLGSTSADEV. The MHC is DRB1_0701 with pseudo-sequence DRB1_0701. The binding affinity (normalized) is 0.608. (3) The peptide sequence is PQLTKNAGVLTCSLS. The MHC is HLA-DQA10501-DQB10301 with pseudo-sequence HLA-DQA10501-DQB10301. The binding affinity (normalized) is 0.872. (4) The peptide sequence is SQDLELSWNLNKLQAY. The MHC is HLA-DQA10101-DQB10501 with pseudo-sequence HLA-DQA10101-DQB10501. The binding affinity (normalized) is 0.714. (5) The peptide sequence is NNLMMIEQYPYVVIM. The MHC is DRB1_1302 with pseudo-sequence DRB1_1302. The binding affinity (normalized) is 0.658. (6) The peptide sequence is LHFSEALHIIAGTPE. The MHC is DRB1_0701 with pseudo-sequence DRB1_0701. The binding affinity (normalized) is 0.866. (7) The peptide sequence is RKHIEWNCDVCRHGD. The MHC is HLA-DPA10201-DPB10101 with pseudo-sequence HLA-DPA10201-DPB10101. The binding affinity (normalized) is 0.